Dataset: Forward reaction prediction with 1.9M reactions from USPTO patents (1976-2016). Task: Predict the product of the given reaction. (1) Given the reactants [C:1]12([CH2:11][NH:12][C:13]3[CH:18]=[CH:17][C:16]([S:19]([NH:22][C:23]([C:25]4[CH:30]=[CH:29][C:28]([C:31]5[CH:36]=[CH:35][C:34]([F:37])=[CH:33][C:32]=5[NH:38][C:39](=[O:50])[CH2:40][CH2:41][NH:42]C(OC(C)(C)C)=O)=[CH:27][CH:26]=4)=[O:24])(=[O:21])=[O:20])=[CH:15][C:14]=3[N+:51]([O-:53])=[O:52])[CH2:10][CH:5]3[CH2:6][CH:7]([CH2:9][CH:3]([CH2:4]3)[CH2:2]1)[CH2:8]2.Cl, predict the reaction product. The product is: [C:1]12([CH2:11][NH:12][C:13]3[CH:18]=[CH:17][C:16]([S:19]([NH:22][C:23]([C:25]4[CH:26]=[CH:27][C:28]([C:31]5[CH:36]=[CH:35][C:34]([F:37])=[CH:33][C:32]=5[NH:38][C:39](=[O:50])[CH2:40][CH2:41][NH2:42])=[CH:29][CH:30]=4)=[O:24])(=[O:20])=[O:21])=[CH:15][C:14]=3[N+:51]([O-:53])=[O:52])[CH2:10][CH:5]3[CH2:4][CH:3]([CH2:9][CH:7]([CH2:6]3)[CH2:8]1)[CH2:2]2. (2) Given the reactants [Br:1][C:2]1[C:3]([CH3:10])=[N:4][CH:5]=[C:6]([F:9])[C:7]=1[CH3:8].ClC1C=C(C=CC=1)C(OO)=[O:16], predict the reaction product. The product is: [Br:1][C:2]1[C:3]([CH3:10])=[N+:4]([O-:16])[CH:5]=[C:6]([F:9])[C:7]=1[CH3:8]. (3) Given the reactants [CH:1]([C:3]1[CH:10]=[CH:9][C:6]([C:7]#[N:8])=[CH:5][C:4]=1[O:11][CH3:12])=O.[CH3:13][C:14]1[N:15]=[C:16]([CH2:19][C:20]([CH3:22])=O)[S:17][CH:18]=1.[NH2:23]/[C:24](/[CH3:28])=[CH:25]\[C:26]#[N:27], predict the reaction product. The product is: [C:7]([C:6]1[CH:9]=[CH:10][C:3]([CH:1]2[C:19]([C:16]3[S:17][CH:18]=[C:14]([CH3:13])[N:15]=3)=[C:20]([CH3:22])[NH:23][C:24]([CH3:28])=[C:25]2[C:26]#[N:27])=[C:4]([O:11][CH3:12])[CH:5]=1)#[N:8]. (4) Given the reactants O=O.[C:3]1([CH:9]=[CH:10][CH:11]([OH:13])[CH3:12])[CH:8]=[CH:7][CH:6]=[CH:5][CH:4]=1, predict the reaction product. The product is: [CH:9](=[CH:10][C:11](=[O:13])[CH3:12])[C:3]1[CH:8]=[CH:7][CH:6]=[CH:5][CH:4]=1. (5) Given the reactants [S:1]1[CH:5]=[CH:4][CH:3]=[C:2]1[CH:6]=O.[CH3:8][O:9][CH2:10][CH2:11][NH2:12].[C:13]1(=[O:24])[O:19][C:17](=O)[C:16]2=[CH:20][CH:21]=[CH:22][CH:23]=[C:15]2[CH2:14]1.Cl.[CH3:26][N:27]1[C:31]([NH2:32])=[CH:30][C:29]([CH3:33])=[N:28]1, predict the reaction product. The product is: [CH3:26][N:27]1[C:31]([NH:32][C:13]([CH:14]2[C:15]3[C:16](=[CH:20][CH:21]=[CH:22][CH:23]=3)[C:17](=[O:19])[N:12]([CH2:11][CH2:10][O:9][CH3:8])[CH:6]2[C:2]2[S:1][CH:5]=[CH:4][CH:3]=2)=[O:24])=[CH:30][C:29]([CH3:33])=[N:28]1. (6) Given the reactants FC(F)(F)C(O)=O.[C:8]([C:10]1([C:25]2[CH:26]=[N:27][CH:28]=[C:29]([I:31])[CH:30]=2)[CH2:16][C@@H:15]2[N:17](C(OC(C)(C)C)=O)[C@@H:12]([CH:13]=[CH:14]2)[CH2:11]1)#[N:9], predict the reaction product. The product is: [I:31][C:29]1[CH:30]=[C:25]([C:10]2([C:8]#[N:9])[CH2:16][C@H:15]3[NH:17][C@H:12]([CH:13]=[CH:14]3)[CH2:11]2)[CH:26]=[N:27][CH:28]=1. (7) Given the reactants [F:1][C:2]1[CH:7]=[CH:6][C:5]([F:8])=[CH:4][C:3]=1[C:9]1[CH2:13][N:12]([C:14]([N:16]([CH3:18])[CH3:17])=[O:15])[C:11]([CH2:25][CH2:26][C:27]([OH:29])=O)([C:19]2[CH:24]=[CH:23][CH:22]=[CH:21][CH:20]=2)[CH:10]=1.[NH2:30][C:31]1[CH:36]=[CH:35][CH:34]=[CH:33][CH:32]=1.CCN=C=NCCCN(C)C.C1C=NC2N(O)N=NC=2C=1.C(N(CC)CC)C, predict the reaction product. The product is: [NH:30]([C:27](=[O:29])[CH2:26][CH2:25][C:11]1([C:19]2[CH:24]=[CH:23][CH:22]=[CH:21][CH:20]=2)[CH:10]=[C:9]([C:3]2[CH:4]=[C:5]([F:8])[CH:6]=[CH:7][C:2]=2[F:1])[CH2:13][N:12]1[C:14]([N:16]([CH3:17])[CH3:18])=[O:15])[C:31]1[CH:36]=[CH:35][CH:34]=[CH:33][CH:32]=1.